From a dataset of Blood-brain barrier permeability classification from the B3DB database. Regression/Classification. Given a drug SMILES string, predict its absorption, distribution, metabolism, or excretion properties. Task type varies by dataset: regression for continuous measurements (e.g., permeability, clearance, half-life) or binary classification for categorical outcomes (e.g., BBB penetration, CYP inhibition). Dataset: b3db_classification. (1) The drug is CN1CC[C@]23c4c5ccc(O)c4O[C@H]2CCC[C@H]3[C@H]1C5. The result is 1 (penetrates BBB). (2) The compound is O=C1NC(=O)[C@@]2(CCc3ccccc3C2)N1. The result is 1 (penetrates BBB). (3) The drug is CCC12CCCN3CCc4c(n(c5ccccc45)C(O)(C(=O)OC)C1)C32. The result is 0 (does not penetrate BBB). (4) The drug is CC(C)(Oc1ccc(Cl)cc1)C(=O)N[C@@H](C(=O)N[C@@H]1C(=O)N2[C@@H](C(=O)O)C(C)(C)S[C@H]12)c1ccccc1. The result is 0 (does not penetrate BBB).